This data is from Full USPTO retrosynthesis dataset with 1.9M reactions from patents (1976-2016). The task is: Predict the reactants needed to synthesize the given product. (1) Given the product [NH2:23][C:3]1[CH:4]=[C:5]([C:8]2[O:9][C:10]3[C:15]([C:16](=[O:18])[CH:17]=2)=[CH:14][CH:13]=[C:12]([O:19][CH3:20])[C:11]=3[O:21][CH3:22])[CH:6]=[CH:7][C:2]=1[NH2:1], predict the reactants needed to synthesize it. The reactants are: [NH2:1][C:2]1[CH:7]=[CH:6][C:5]([C:8]2[O:9][C:10]3[C:15]([C:16](=[O:18])[CH:17]=2)=[CH:14][CH:13]=[C:12]([O:19][CH3:20])[C:11]=3[O:21][CH3:22])=[CH:4][C:3]=1[N+:23]([O-])=O. (2) Given the product [NH2:21][C:18]1[N:19]=[N:20][C:15]([N:7]2[CH:12]=[CH:11][CH:10]=[CH:9][C:8]2=[O:13])=[CH:16][CH:17]=1, predict the reactants needed to synthesize it. The reactants are: C(=O)([O-])[O-].[K+].[K+].[NH:7]1[CH:12]=[CH:11][CH:10]=[CH:9][C:8]1=[O:13].Br[C:15]1[N:20]=[N:19][C:18]([NH2:21])=[CH:17][CH:16]=1. (3) Given the product [F:15][C:14]([F:17])([F:16])[O:13][C:10]1[CH:9]=[C:8]2[C:7](=[CH:12][CH:11]=1)[NH:6][C:4](=[O:5])[C:3]2=[O:19], predict the reactants needed to synthesize it. The reactants are: O/N=[CH:3]/[C:4]([NH:6][C:7]1[CH:12]=[CH:11][C:10]([O:13][C:14]([F:17])([F:16])[F:15])=[CH:9][CH:8]=1)=[O:5].C([O-])([O-])=[O:19].[Na+].[Na+]. (4) Given the product [Br:25][C:26]1[CH:34]=[C:33]([F:35])[C:32]([F:36])=[CH:31][C:27]=1[C:28]([NH:60][C:57]1[CH:56]=[CH:55][C:54]([C:48]2[CH:49]=[CH:50][C:51]([Cl:53])=[CH:52][C:47]=2[Cl:46])=[CH:59][CH:58]=1)=[O:30], predict the reactants needed to synthesize it. The reactants are: CN(C(ON1N=NC2C=CC=NC1=2)=[N+](C)C)C.F[P-](F)(F)(F)(F)F.[Br:25][C:26]1[CH:34]=[C:33]([F:35])[C:32]([F:36])=[CH:31][C:27]=1[C:28]([OH:30])=O.CCN(C(C)C)C(C)C.[Cl:46][C:47]1[CH:52]=[C:51]([Cl:53])[CH:50]=[CH:49][C:48]=1[C:54]1[CH:59]=[CH:58][C:57]([NH2:60])=[CH:56][CH:55]=1.